This data is from Catalyst prediction with 721,799 reactions and 888 catalyst types from USPTO. The task is: Predict which catalyst facilitates the given reaction. (1) Product: [CH:10]1[C:11]2[CH:12]([CH2:14][O:15][C:16]([NH:18][C@@H:19]([CH2:20][OH:21])[CH2:23][C:24]([O:26][C:27]([CH3:28])([CH3:30])[CH3:29])=[O:25])=[O:17])[C:13]3[C:5](=[CH:4][CH:3]=[CH:2][CH:1]=3)[C:6]=2[CH:7]=[CH:8][CH:9]=1. Reactant: [CH:1]1[C:13]2[CH:12]([CH2:14][O:15][C:16]([NH:18][C@H:19]([CH2:23][C:24]([O:26][C:27]([CH3:30])([CH3:29])[CH3:28])=[O:25])[C:20](O)=[O:21])=[O:17])[C:11]3[C:6](=[CH:7][CH:8]=[CH:9][CH:10]=3)[C:5]=2[CH:4]=[CH:3][CH:2]=1.B.C1COCC1. The catalyst class is: 7. (2) Reactant: O1[C:5]2([CH2:10][CH2:9][CH:8]([N:11]3[CH:15]=[C:14]([I:16])[CH:13]=[N:12]3)[CH2:7][CH2:6]2)[O:4]CC1.C1(C)C=CC(S([O-])(=O)=O)=CC=1.[NH+]1C=CC=CC=1.CC(C)=O. Product: [I:16][C:14]1[CH:13]=[N:12][N:11]([CH:8]2[CH2:7][CH2:6][C:5](=[O:4])[CH2:10][CH2:9]2)[CH:15]=1. The catalyst class is: 6. (3) Reactant: [C:1]([O-:4])(=[O:3])C.[O:5]=[C:6]1[C@@H:9]([NH3+:10])[CH2:8][NH:7]1.[CH3:11]CN(C(C)C)C(C)C.[CH2:20]([C:27]1[CH:32]=[CH:31][C:30](C2C=CN(C([O-])=O)C(=O)C=2C)=[CH:29][CH:28]=1)[C:21]1[CH:26]=[CH:25][CH:24]=[CH:23][CH:22]=1. Product: [CH2:20]([C:21]1[CH:26]=[CH:25][C:24]([O:4][C:1](=[O:3])[N:10]([CH3:11])[C@H:9]2[CH2:8][NH:7][C:6]2=[O:5])=[CH:23][CH:22]=1)[C:27]1[CH:32]=[CH:31][CH:30]=[CH:29][CH:28]=1. The catalyst class is: 2. (4) Product: [CH3:1][S:2][C:3]1[C:16]2[C:11](=[CH:12][CH:13]=[CH:14][CH:15]=2)[NH:17][C:4]=1[C:5]([O:7][CH2:8][CH3:9])=[O:6]. The catalyst class is: 445. Reactant: [CH3:1][S:2][CH2:3][C:4](=O)[C:5]([O:7][CH2:8][CH3:9])=[O:6].[C:11]1([NH:17]N)[CH:16]=[CH:15][CH:14]=[CH:13][CH:12]=1.C(O)C.Cl. (5) Reactant: [F:1][C:2]1[CH:3]=[C:4]([CH:7]=[C:8]([O:11][CH3:12])[C:9]=1[OH:10])[CH:5]=O.[C:13]1([C:19](=O)[CH2:20][C:21]2[CH:26]=[CH:25][CH:24]=[CH:23][CH:22]=2)[CH:18]=[CH:17][CH:16]=[CH:15][CH:14]=1.[NH2:28][C:29]([NH2:31])=[O:30].Cl. Product: [F:1][C:2]1[CH:3]=[C:4]([CH:5]2[C:20]([C:21]3[CH:26]=[CH:25][CH:24]=[CH:23][CH:22]=3)=[C:19]([C:13]3[CH:18]=[CH:17][CH:16]=[CH:15][CH:14]=3)[NH:31][C:29](=[O:30])[NH:28]2)[CH:7]=[C:8]([O:11][CH3:12])[C:9]=1[OH:10]. The catalyst class is: 8. (6) Reactant: [OH:1][C@@H:2]([CH2:8]O)[CH2:3][C:4]([O:6][CH3:7])=[O:5].C1C=CC(P(C2C=CC=CC=2)C2C=CC=CC=2)=CC=1.C1C(=O)N([Cl:36])C(=O)C1. Product: [Cl:36][CH2:8][C@H:2]([OH:1])[CH2:3][C:4]([O:6][CH3:7])=[O:5]. The catalyst class is: 2. (7) Reactant: Cl[C:2]1[N:3]=[C:4]2[CH:9]=[C:8]([C:10]([NH:12][C:13]3[CH:18]=[CH:17][CH:16]=[CH:15][CH:14]=3)=[O:11])[CH:7]=[CH:6][N:5]2[C:19]=1[S:20]([N:23]1[CH2:28][CH2:27][C:26]([F:30])([F:29])[CH2:25][CH2:24]1)(=[O:22])=[O:21].[CH3:31][S-:32].[Na+].C(=O)([O-])O.[Na+]. Product: [F:29][C:26]1([F:30])[CH2:27][CH2:28][N:23]([S:20]([C:19]2[N:5]3[CH:6]=[CH:7][C:8]([C:10]([NH:12][C:13]4[CH:18]=[CH:17][CH:16]=[CH:15][CH:14]=4)=[O:11])=[CH:9][C:4]3=[N:3][C:2]=2[S:32][CH3:31])(=[O:22])=[O:21])[CH2:24][CH2:25]1. The catalyst class is: 3. (8) Reactant: [NH2:1][C:2]1[C:13]([O:14][C:15]2[CH:20]=[CH:19][CH:18]=[C:17]([OH:21])[CH:16]=2)=[CH:12][C:5]2[N:6]([CH3:11])[C:7](=[O:10])[N:8]([CH3:9])[C:4]=2[CH:3]=1.C(=O)([O-])[O-].[K+].[K+].[C:28]([O:32][C:33](=[O:40])[NH:34][CH2:35][CH2:36][CH2:37][CH2:38]Br)([CH3:31])([CH3:30])[CH3:29]. Product: [NH2:1][C:2]1[C:13]([O:14][C:15]2[CH:16]=[C:17]([CH:18]=[CH:19][CH:20]=2)[O:21][CH2:38][CH2:37][CH2:36][CH2:35][NH:34][C:33](=[O:40])[O:32][C:28]([CH3:31])([CH3:30])[CH3:29])=[CH:12][C:5]2[N:6]([CH3:11])[C:7](=[O:10])[N:8]([CH3:9])[C:4]=2[CH:3]=1. The catalyst class is: 18. (9) Reactant: [Cl:1][C:2]1[CH:7]=[CH:6][N:5]=[CH:4][C:3]=1[NH2:8].[NH2:9][C:10]1[C:11]([C:25](O)=[O:26])=[N:12][C:13]([C:17]2[C:22]([F:23])=[CH:21][CH:20]=[CH:19][C:18]=2[F:24])=[C:14]([F:16])[CH:15]=1.C1C=NC2N(O)N=NC=2C=1.CCN=C=NCCCN(C)C. Product: [NH2:9][C:10]1[C:11]([C:25]([NH:8][C:3]2[CH:4]=[N:5][CH:6]=[CH:7][C:2]=2[Cl:1])=[O:26])=[N:12][C:13]([C:17]2[C:18]([F:24])=[CH:19][CH:20]=[CH:21][C:22]=2[F:23])=[C:14]([F:16])[CH:15]=1. The catalyst class is: 37. (10) Reactant: [F:1][C:2]1[CH:3]=[CH:4][C:5]([OH:24])=[C:6]([C@H:8]2[CH2:12][CH2:11][CH2:10][N:9]2[C:13]2[CH:18]=[CH:17][N:16]3[N:19]=[CH:20][C:21]([CH:22]=[O:23])=[C:15]3[N:14]=2)[CH:7]=1.Br[CH2:26][CH2:27][NH:28][C:29](=[O:35])[O:30][C:31]([CH3:34])([CH3:33])[CH3:32].C(=O)([O-])[O-].[K+].[K+].CN(C=O)C. Product: [F:1][C:2]1[CH:3]=[CH:4][C:5]([O:24][CH2:26][CH2:27][NH:28][C:29](=[O:35])[O:30][C:31]([CH3:34])([CH3:33])[CH3:32])=[C:6]([C@H:8]2[CH2:12][CH2:11][CH2:10][N:9]2[C:13]2[CH:18]=[CH:17][N:16]3[N:19]=[CH:20][C:21]([CH:22]=[O:23])=[C:15]3[N:14]=2)[CH:7]=1. The catalyst class is: 2.